From a dataset of Full USPTO retrosynthesis dataset with 1.9M reactions from patents (1976-2016). Predict the reactants needed to synthesize the given product. (1) Given the product [C:1]([O:5][C:6](=[O:19])[NH:7][CH:8]1[CH2:17][C:16]2[C:11](=[N:12][CH:13]=[CH:14][CH:15]=2)[N:10]([CH3:22])[C:9]1=[O:18])([CH3:4])([CH3:2])[CH3:3], predict the reactants needed to synthesize it. The reactants are: [C:1]([O:5][C:6](=[O:19])[NH:7][CH:8]1[CH2:17][C:16]2[C:11](=[N:12][CH:13]=[CH:14][CH:15]=2)[NH:10][C:9]1=[O:18])([CH3:4])([CH3:3])[CH3:2].[H-].[Na+].[CH3:22]I. (2) Given the product [CH3:1][O:2][C:3]([CH:5]1[C:11]2[NH:12][C:13]3[CH:14]=[CH:15][CH:16]=[CH:17][C:18]=3[C:10]=2[CH2:9][CH2:8][N:7]([C:19]([O:21][C:22]([CH3:25])([CH3:24])[CH3:23])=[O:20])[CH2:6]1)=[O:4], predict the reactants needed to synthesize it. The reactants are: [CH3:1][O:2][C:3]([CH:5]1[C:11]2[NH:12][C:13]3[CH:14]=[CH:15][CH:16]=[CH:17][C:18]=3[C:10]=2[CH2:9][CH2:8][NH:7][CH2:6]1)=[O:4].[C:19](O[C:19]([O:21][C:22]([CH3:25])([CH3:24])[CH3:23])=[O:20])([O:21][C:22]([CH3:25])([CH3:24])[CH3:23])=[O:20].C(N(CC)CC)C. (3) Given the product [C:10]([C:12]1[CH:17]=[C:16]([CH:15]=[CH:14][CH:13]=1)[O:20][C:2]1[C:7]([O:8][CH3:9])=[CH:6][CH:5]=[CH:4][N:3]=1)#[N:11], predict the reactants needed to synthesize it. The reactants are: Br[C:2]1[C:7]([O:8][CH3:9])=[CH:6][CH:5]=[CH:4][N:3]=1.[C:10]([C:12]1[CH:17]=[CH:16][CH:15]=[CH:14][C:13]=1O)#[N:11].C(=O)([O-])[O-:20].[K+].[K+].C(OCC)(=O)C. (4) Given the product [C:5]([C:7]([CH3:19])([CH3:18])[CH:8]([OH:17])[CH2:9][C:10]([OH:12])=[O:11])#[N:6], predict the reactants needed to synthesize it. The reactants are: [OH-].[Na+].CO.[C:5]([C:7]([CH3:19])([CH3:18])[CH:8]([OH:17])[CH2:9][C:10]([O:12]C(C)(C)C)=[O:11])#[N:6]. (5) Given the product [CH3:21][C@H:19]1[NH:20][C:31](=[O:33])[N:17]([C:14]2[CH:15]=[N:16][C:11]([O:10][C:6]3[CH:7]=[CH:8][CH:9]=[C:4]([CH:2]([CH3:1])[CH3:3])[CH:5]=3)=[CH:12][CH:13]=2)[C:18]1=[O:22], predict the reactants needed to synthesize it. The reactants are: [CH3:1][CH:2]([C:4]1[CH:5]=[C:6]([O:10][C:11]2[N:16]=[CH:15][C:14]([NH:17][C:18](=[O:22])[C@@H:19]([CH3:21])[NH2:20])=[CH:13][CH:12]=2)[CH:7]=[CH:8][CH:9]=1)[CH3:3].C(N(CC)CC)C.Cl[C:31](Cl)([O:33]C(=O)OC(Cl)(Cl)Cl)Cl.C([O-])(O)=O.[Na+].